This data is from Forward reaction prediction with 1.9M reactions from USPTO patents (1976-2016). The task is: Predict the product of the given reaction. (1) Given the reactants [CH2:1]([O:8][C:9]1[CH:10]=[CH:11][C:12]2[O:16][C:15]([CH2:17]O)=[CH:14][C:13]=2[CH:19]=1)[C:2]1[CH:7]=[CH:6][CH:5]=[CH:4][CH:3]=1.[C:20]1(=[O:30])[NH:24][C:23](=[O:25])[C:22]2=[CH:26][CH:27]=[CH:28][CH:29]=[C:21]12.C1(P(C2C=CC=CC=2)C2C=CC=CC=2)C=CC=CC=1.CCOC(/N=N/C(OCC)=O)=O, predict the reaction product. The product is: [CH2:1]([O:8][C:9]1[CH:10]=[CH:11][C:12]2[O:16][C:15]([CH2:17][N:24]3[C:20](=[O:30])[C:21]4[C:22](=[CH:26][CH:27]=[CH:28][CH:29]=4)[C:23]3=[O:25])=[CH:14][C:13]=2[CH:19]=1)[C:2]1[CH:3]=[CH:4][CH:5]=[CH:6][CH:7]=1. (2) Given the reactants CN([CH2:4][CH2:5]N(C)C)C.C([Li])(CC)C.[C:14]([Si:18]([O:21][CH2:22][C:23]1[CH:28]=[CH:27]C=[C:25]([F:29])[C:24]=1[F:30])([CH3:20])[CH3:19])([CH3:17])([CH3:16])[CH3:15].CI, predict the reaction product. The product is: [C:14]([Si:18]([O:21][CH2:22][C:23]1[CH:28]=[CH:27][C:4]([CH3:5])=[C:25]([F:29])[C:24]=1[F:30])([CH3:20])[CH3:19])([CH3:17])([CH3:15])[CH3:16]. (3) Given the reactants [NH2:1][NH:2][C:3]([C:5]1[CH:10]=[N:9][CH:8]=[CH:7][N:6]=1)=[NH:4].[CH2:11]([N:13]([CH2:23][CH3:24])[C:14]1[CH:21]=[CH:20][C:17]([CH:18]=O)=[C:16]([OH:22])[CH:15]=1)[CH3:12], predict the reaction product. The product is: [CH2:23]([N:13]([CH2:11][CH3:12])[C:14]1[CH:21]=[CH:20][C:17]([C:18]2[NH:1][N:2]=[C:3]([C:5]3[CH:10]=[N:9][CH:8]=[CH:7][N:6]=3)[N:4]=2)=[C:16]([OH:22])[CH:15]=1)[CH3:24].